Dataset: Forward reaction prediction with 1.9M reactions from USPTO patents (1976-2016). Task: Predict the product of the given reaction. (1) Given the reactants [Cl:1][C:2]1[C:3]([O:12][C:13]2[CH:18]=[C:17]([O:19][CH2:20][CH2:21][O:22][CH3:23])[CH:16]=[CH:15][C:14]=2/[CH:24]=[CH:25]/[CH2:26][OH:27])=[N:4][CH:5]=[C:6]([C:8]([F:11])([F:10])[F:9])[CH:7]=1.C(N(CC)C(C)C)(C)C.[Cl:37][C:38]1[CH:43]=[CH:42][C:41]([S:44]([N:47]=[C:48]=[O:49])(=[O:46])=[O:45])=[CH:40][CH:39]=1.Cl, predict the reaction product. The product is: [OH2:12].[OH2:45].[Cl:37][C:38]1[CH:39]=[CH:40][C:41]([S:44]([NH:47][C:48](=[O:49])[O:27][CH2:26]/[CH:25]=[CH:24]/[C:14]2[CH:15]=[CH:16][C:17]([O:19][CH2:20][CH2:21][O:22][CH3:23])=[CH:18][C:13]=2[O:12][C:3]2[C:2]([Cl:1])=[CH:7][C:6]([C:8]([F:9])([F:11])[F:10])=[CH:5][N:4]=2)(=[O:45])=[O:46])=[CH:42][CH:43]=1. (2) Given the reactants [NH2:1][C:2]1[N:7]=[C:6]([C:8]2[S:12][C:11]3[CH:13]=[CH:14][C:15]([CH2:17][C:18]4[CH:19]=[C:20]([CH:36]=[CH:37][CH:38]=4)[C:21]([NH:23][C:24]4[CH:29]=CC(N5CCOCC5)=CC=4)=[O:22])=[CH:16][C:10]=3[C:9]=2[CH3:39])[CH:5]=[CH:4][N:3]=1.[CH3:40][N:41]1CCN[CH2:43][CH2:42]1.O1CCN(C2C=CC(N)=CC=2)CC1, predict the reaction product. The product is: [NH2:1][C:2]1[N:7]=[C:6]([C:8]2[S:12][C:11]3[CH:13]=[CH:14][C:15]([CH2:17][C:18]4[CH:19]=[C:20]([C:21]([N:23]5[CH2:24][CH2:29][N:41]([CH3:40])[CH2:42][CH2:43]5)=[O:22])[CH:36]=[CH:37][CH:38]=4)=[CH:16][C:10]=3[C:9]=2[CH3:39])[CH:5]=[CH:4][N:3]=1. (3) Given the reactants [Cl-].[Al+3].[Cl-].[Cl-].C[O:6][C:7]1[CH:24]=[CH:23][C:10]2[CH2:11][CH:12]([CH2:18][C:19]([O:21][CH3:22])=[O:20])[C:13](=[O:17])[N:14]([CH3:16])[CH2:15][C:9]=2[CH:8]=1.C(S)C, predict the reaction product. The product is: [OH:6][C:7]1[CH:24]=[CH:23][C:10]2[CH2:11][CH:12]([CH2:18][C:19]([O:21][CH3:22])=[O:20])[C:13](=[O:17])[N:14]([CH3:16])[CH2:15][C:9]=2[CH:8]=1.